From a dataset of Full USPTO retrosynthesis dataset with 1.9M reactions from patents (1976-2016). Predict the reactants needed to synthesize the given product. (1) Given the product [CH:1]1([C@@H:4]([C:11]2[CH:16]=[CH:15][N:14]=[C:13]([O:17][CH2:18][CH:19]3[CH2:24][CH2:23][N:22]([C:25]4[CH:30]=[C:29]([O:31][CH3:32])[CH:28]=[CH:27][C:26]=4[C:33](=[O:47])[N:34]([CH2:42][C:43]([CH3:45])([CH3:44])[CH3:46])[C:35]4[CH:40]=[CH:39][CH:38]=[C:37]([CH3:41])[N:36]=4)[CH2:21][CH2:20]3)[CH:12]=2)[CH2:5][C:6]([OH:8])=[O:7])[CH2:2][CH2:3]1, predict the reactants needed to synthesize it. The reactants are: [CH:1]1([C@@H:4]([C:11]2[CH:16]=[CH:15][N:14]=[C:13]([O:17][CH2:18][CH:19]3[CH2:24][CH2:23][N:22]([C:25]4[CH:30]=[C:29]([O:31][CH3:32])[CH:28]=[CH:27][C:26]=4[C:33](=[O:47])[N:34]([CH2:42][C:43]([CH3:46])([CH3:45])[CH3:44])[C:35]4[CH:40]=[CH:39][CH:38]=[C:37]([CH3:41])[N:36]=4)[CH2:21][CH2:20]3)[CH:12]=2)[CH2:5][C:6]([O:8]CC)=[O:7])[CH2:3][CH2:2]1.[OH-].[Na+].Cl. (2) Given the product [CH2:23]([N:19]1[CH2:20][CH2:21][CH2:22][CH:18]1[CH2:17][NH:16][S:12]([C:3]1[C:4]([Cl:11])=[CH:5][CH:6]=[C:7]([N+:8]([O-:10])=[O:9])[C:2]=1[Cl:1])(=[O:14])=[O:13])[CH3:24], predict the reactants needed to synthesize it. The reactants are: [Cl:1][C:2]1[C:7]([N+:8]([O-:10])=[O:9])=[CH:6][CH:5]=[C:4]([Cl:11])[C:3]=1[S:12](Cl)(=[O:14])=[O:13].[NH2:16][CH2:17][CH:18]1[CH2:22][CH2:21][CH2:20][N:19]1[CH2:23][CH3:24].C(N(CC)CC)C. (3) Given the product [ClH:34].[ClH:34].[NH2:8][CH2:9][C:10]1[C:11]([C:27]2[CH:32]=[CH:31][C:30]([CH3:33])=[CH:29][CH:28]=2)=[C:12]([CH2:23][C:24]([OH:26])=[O:25])[C:13]([CH2:21][CH3:22])=[N:14][C:15]=1[CH2:16][C:17]([CH3:19])([CH3:20])[CH3:18], predict the reactants needed to synthesize it. The reactants are: C(OC([NH:8][CH2:9][C:10]1[C:11]([C:27]2[CH:32]=[CH:31][C:30]([CH3:33])=[CH:29][CH:28]=2)=[C:12]([CH2:23][C:24]([OH:26])=[O:25])[C:13]([CH2:21][CH3:22])=[N:14][C:15]=1[CH2:16][C:17]([CH3:20])([CH3:19])[CH3:18])=O)(C)(C)C.[ClH:34].